From a dataset of Forward reaction prediction with 1.9M reactions from USPTO patents (1976-2016). Predict the product of the given reaction. Given the reactants [N:1]1[C:10]2[C:5](=[CH:6][CH:7]=[CH:8][CH:9]=2)[C:4]([CH:11]=O)=[CH:3][CH:2]=1.[N:13]1[CH:18]=[CH:17][CH:16]=[CH:15][C:14]=1[CH2:19][C:20]#[N:21], predict the reaction product. The product is: [N:13]1[CH:18]=[CH:17][CH:16]=[CH:15][C:14]=1/[C:19](=[CH:11]/[C:4]1[C:5]2[C:10](=[CH:9][CH:8]=[CH:7][CH:6]=2)[N:1]=[CH:2][CH:3]=1)/[C:20]#[N:21].